From a dataset of NCI-60 drug combinations with 297,098 pairs across 59 cell lines. Regression. Given two drug SMILES strings and cell line genomic features, predict the synergy score measuring deviation from expected non-interaction effect. (1) Drug 1: CC1C(C(CC(O1)OC2CC(CC3=C2C(=C4C(=C3O)C(=O)C5=C(C4=O)C(=CC=C5)OC)O)(C(=O)CO)O)N)O. Drug 2: COCCOC1=C(C=C2C(=C1)C(=NC=N2)NC3=CC=CC(=C3)C#C)OCCOC. Cell line: NCI-H460. Synergy scores: CSS=66.3, Synergy_ZIP=0.900, Synergy_Bliss=0.295, Synergy_Loewe=3.25, Synergy_HSA=5.86. (2) Cell line: RXF 393. Drug 2: CC1=C(C=C(C=C1)C(=O)NC2=CC(=CC(=C2)C(F)(F)F)N3C=C(N=C3)C)NC4=NC=CC(=N4)C5=CN=CC=C5. Drug 1: C(=O)(N)NO. Synergy scores: CSS=-0.550, Synergy_ZIP=-0.177, Synergy_Bliss=-1.04, Synergy_Loewe=-2.09, Synergy_HSA=-2.04. (3) Drug 1: C1CCC(CC1)NC(=O)N(CCCl)N=O. Drug 2: CCCS(=O)(=O)NC1=C(C(=C(C=C1)F)C(=O)C2=CNC3=C2C=C(C=N3)C4=CC=C(C=C4)Cl)F. Cell line: UO-31. Synergy scores: CSS=11.1, Synergy_ZIP=-3.82, Synergy_Bliss=-4.12, Synergy_Loewe=-2.60, Synergy_HSA=-2.57. (4) Drug 1: C1=CC(=CC=C1CC(C(=O)O)N)N(CCCl)CCCl.Cl. Drug 2: CCCCCOC(=O)NC1=NC(=O)N(C=C1F)C2C(C(C(O2)C)O)O. Cell line: IGROV1. Synergy scores: CSS=16.6, Synergy_ZIP=-8.38, Synergy_Bliss=-3.25, Synergy_Loewe=-17.2, Synergy_HSA=-3.14. (5) Drug 1: CN(C)C1=NC(=NC(=N1)N(C)C)N(C)C. Drug 2: CC1C(C(CC(O1)OC2CC(CC3=C2C(=C4C(=C3O)C(=O)C5=C(C4=O)C(=CC=C5)OC)O)(C(=O)CO)O)N)O.Cl. Cell line: NCI-H322M. Synergy scores: CSS=28.6, Synergy_ZIP=-1.48, Synergy_Bliss=-4.03, Synergy_Loewe=-24.3, Synergy_HSA=-5.01. (6) Drug 1: C1=CN(C(=O)N=C1N)C2C(C(C(O2)CO)O)O.Cl. Drug 2: COC1=C2C(=CC3=C1OC=C3)C=CC(=O)O2. Cell line: MDA-MB-435. Synergy scores: CSS=5.45, Synergy_ZIP=-4.77, Synergy_Bliss=3.01, Synergy_Loewe=-12.9, Synergy_HSA=0.240. (7) Drug 1: CC12CCC3C(C1CCC2=O)CC(=C)C4=CC(=O)C=CC34C. Drug 2: CC12CCC3C(C1CCC2O)C(CC4=C3C=CC(=C4)O)CCCCCCCCCS(=O)CCCC(C(F)(F)F)(F)F. Cell line: NCI/ADR-RES. Synergy scores: CSS=27.3, Synergy_ZIP=-0.444, Synergy_Bliss=-2.26, Synergy_Loewe=-3.55, Synergy_HSA=-2.09. (8) Drug 1: CC(C)CN1C=NC2=C1C3=CC=CC=C3N=C2N. Drug 2: CC1C(C(CC(O1)OC2CC(CC3=C2C(=C4C(=C3O)C(=O)C5=C(C4=O)C(=CC=C5)OC)O)(C(=O)CO)O)N)O.Cl. Cell line: SF-539. Synergy scores: CSS=51.0, Synergy_ZIP=-0.829, Synergy_Bliss=-2.35, Synergy_Loewe=-6.17, Synergy_HSA=0.361. (9) Drug 1: CC=C1C(=O)NC(C(=O)OC2CC(=O)NC(C(=O)NC(CSSCCC=C2)C(=O)N1)C(C)C)C(C)C. Drug 2: C1=CC=C(C(=C1)C(C2=CC=C(C=C2)Cl)C(Cl)Cl)Cl. Cell line: SW-620. Synergy scores: CSS=13.0, Synergy_ZIP=2.98, Synergy_Bliss=6.98, Synergy_Loewe=-22.9, Synergy_HSA=0.857.